The task is: Predict the product of the given reaction.. This data is from Forward reaction prediction with 1.9M reactions from USPTO patents (1976-2016). (1) Given the reactants [F:1][C:2]1[CH:16]=[CH:15][CH:14]=[C:4]2[C:5]([N:7]([CH2:10][CH:11]([CH3:13])[CH3:12])[C:8](=[O:9])[C:3]=12)=[O:6], predict the reaction product. The product is: [F:1][C:2]1[CH:16]=[CH:15][CH:14]=[C:4]2[C:3]=1[CH:8]([OH:9])[N:7]([CH2:10][CH:11]([CH3:12])[CH3:13])[C:5]2=[O:6]. (2) Given the reactants Br[C:2]1[CH:3]=[C:4]([N+:8]([O-:10])=[O:9])[CH:5]=[CH:6][CH:7]=1.[CH2:11]([NH2:17])[CH2:12][CH2:13][CH2:14][CH2:15][CH3:16], predict the reaction product. The product is: [N+:8]([C:4]1[CH:3]=[C:2]([CH:7]=[CH:6][CH:5]=1)[NH:17][CH2:11][CH2:12][CH2:13][CH2:14][CH2:15][CH3:16])([O-:10])=[O:9]. (3) Given the reactants ClC1C=CC(CN2C(=O)C(CN3CCN(C)CC3)=CC(C3C=CC4OCCC=4C=3)=N2)=CC=1.[C:33]([C:36]1[C:37](=[O:61])[N:38]([CH2:51][CH:52]=[CH:53][C:54]2[CH:59]=[CH:58][C:57]([Cl:60])=[CH:56][CH:55]=2)[N:39]=[C:40]([C:42]2[CH:43]=[CH:44][C:45]3[O:49][CH2:48][CH2:47][C:46]=3[CH:50]=2)[CH:41]=1)(O)=[O:34], predict the reaction product. The product is: [Cl:60][C:57]1[CH:58]=[CH:59][C:54]([CH:53]=[CH:52][CH2:51][N:38]2[C:37](=[O:61])[C:36]([CH2:33][OH:34])=[CH:41][C:40]([C:42]3[CH:43]=[CH:44][C:45]4[O:49][CH2:48][CH2:47][C:46]=4[CH:50]=3)=[N:39]2)=[CH:55][CH:56]=1. (4) Given the reactants [Cl:1][C:2]1[C:3]([CH3:23])=[C:4]([S:8]([NH:11][C:12]2[S:13][CH:14]=[C:15]([CH2:17][CH2:18][NH:19][CH2:20][CH2:21][OH:22])[N:16]=2)(=[O:10])=[O:9])[CH:5]=[CH:6][CH:7]=1.C(N(CC)CC)C.[C:31](OCC)(=[O:33])C, predict the reaction product. The product is: [Cl:1][C:2]1[C:3]([CH3:23])=[C:4]([S:8]([NH:11][C:12]2[S:13][CH:14]=[C:15]([CH2:17][CH2:18][N:19]3[CH2:20][CH2:21][O:22][C:31]3=[O:33])[N:16]=2)(=[O:9])=[O:10])[CH:5]=[CH:6][CH:7]=1. (5) Given the reactants [CH3:1][O:2][C:3]([C:5]1[CH:6]=[C:7]2[C:12](=[CH:13][C:14]=1[NH2:15])[N:11]=[CH:10][CH:9]=[N:8]2)=[O:4].[Cl:16]N1C(=O)CCC1=O, predict the reaction product. The product is: [CH3:1][O:2][C:3]([C:5]1[CH:6]=[C:7]2[C:12](=[C:13]([Cl:16])[C:14]=1[NH2:15])[N:11]=[CH:10][CH:9]=[N:8]2)=[O:4]. (6) Given the reactants [N+:1]([C:4]1[CH:9]=[CH:8][C:7]([NH:10][CH2:11][CH2:12][CH2:13][CH2:14][CH2:15][OH:16])=[CH:6][C:5]=1[CH3:17])([O-])=O.C1(N)C(F)=C(F)C(F)=C(N)C=1F.[ClH:30].Cl, predict the reaction product. The product is: [ClH:30].[ClH:30].[NH2:1][C:4]1[CH:9]=[CH:8][C:7]([NH:10][CH2:11][CH2:12][CH2:13][CH2:14][CH2:15][OH:16])=[CH:6][C:5]=1[CH3:17]. (7) Given the reactants [Cl:1][C:2]1[CH:3]=[C:4]([CH:20]=[CH:21][C:22]=1[O:23][CH2:24][C:25]1[CH:30]=[CH:29][CH:28]=[CH:27][N:26]=1)[NH:5][C:6]1[C:15]2[C:10](=[CH:11][CH:12]=[CH:13][C:14]=2[O:16][CH2:17][CH2:18]Cl)[N:9]=[CH:8][N:7]=1.C[CH:32]=[CH:33][CH2:34][NH2:35].O1CCOC[CH2:37]1, predict the reaction product. The product is: [CH2:34]([N:35]([CH3:37])[CH2:18][CH2:17][O:16][C:14]1[CH:13]=[CH:12][CH:11]=[C:10]2[C:15]=1[C:6]([NH:5][C:4]1[CH:20]=[CH:21][C:22]([O:23][CH2:24][C:25]3[CH:30]=[CH:29][CH:28]=[CH:27][N:26]=3)=[C:2]([Cl:1])[CH:3]=1)=[N:7][CH:8]=[N:9]2)[CH:33]=[CH2:32]. (8) Given the reactants C(O[BH-](OC(=O)C)OC(=O)C)(=O)C.[Na+].[CH2:15]([O:17][C:18](=[O:32])[C:19]1[CH:24]=[C:23]([C:25]([F:28])([F:27])[F:26])[C:22]([CH:29]=O)=[CH:21][C:20]=1[NH2:31])[CH3:16].[C:33]([O:37][C:38](=[O:45])[NH:39][C@H:40]1[CH2:44][CH2:43][NH:42][CH2:41]1)([CH3:36])([CH3:35])[CH3:34].C(=O)(O)[O-].[Na+], predict the reaction product. The product is: [CH2:15]([O:17][C:18](=[O:32])[C:19]1[CH:24]=[C:23]([C:25]([F:28])([F:27])[F:26])[C:22]([CH2:29][N:42]2[CH2:43][CH2:44][C@H:40]([NH:39][C:38]([O:37][C:33]([CH3:36])([CH3:35])[CH3:34])=[O:45])[CH2:41]2)=[CH:21][C:20]=1[NH2:31])[CH3:16]. (9) Given the reactants Br[C:2]1[C:3]([Cl:13])=[CH:4][C:5]2[O:6][CH2:7][C:8](=[O:12])[NH:9][C:10]=2[N:11]=1.[C:14]1(/[CH:20]=[CH:21]/B(O)O)[CH:19]=[CH:18][CH:17]=[CH:16][CH:15]=1.C(=O)([O-])O.[K+], predict the reaction product. The product is: [Cl:13][C:3]1[C:2](/[CH:21]=[CH:20]/[C:14]2[CH:19]=[CH:18][CH:17]=[CH:16][CH:15]=2)=[N:11][C:10]2[NH:9][C:8](=[O:12])[CH2:7][O:6][C:5]=2[CH:4]=1. (10) Given the reactants [C:1]1([CH:7]2[CH2:12][CH2:11][N:10]([C:13]([C:15]3[CH:16]=[N:17][C:18]4[N:19]([N:32]=[CH:33][C:34]=4[C:35](O)=[O:36])[C:20]=3[NH:21][C:22]3[CH:31]=[CH:30][CH:29]=[C:28]4[C:23]=3[CH:24]=[CH:25][CH:26]=[N:27]4)=[O:14])[CH2:9][CH2:8]2)[CH:6]=[CH:5][CH:4]=[CH:3][CH:2]=1.[CH2:38]([S:40]([NH2:43])(=[O:42])=[O:41])[CH3:39], predict the reaction product. The product is: [C:1]1([CH:7]2[CH2:8][CH2:9][N:10]([C:13]([C:15]3[CH:16]=[N:17][C:18]4[N:19]([N:32]=[CH:33][C:34]=4[C:35]([NH:43][S:40]([CH2:38][CH3:39])(=[O:42])=[O:41])=[O:36])[C:20]=3[NH:21][C:22]3[CH:31]=[CH:30][CH:29]=[C:28]4[C:23]=3[CH:24]=[CH:25][CH:26]=[N:27]4)=[O:14])[CH2:11][CH2:12]2)[CH:6]=[CH:5][CH:4]=[CH:3][CH:2]=1.